Dataset: Reaction yield outcomes from USPTO patents with 853,638 reactions. Task: Predict the reaction yield, written as a fraction of the theoretical maximum amount of product (1.0 means a 100% yield; for example, 0.34 means a 34% yield). (1) The reactants are Br[CH2:2][C:3]([C:5]([F:8])([F:7])[F:6])=O.[CH3:9][O:10][CH2:11][C:12]1[S:16][C:15]([NH2:17])=[N:14][N:13]=1.O. The catalyst is COCCOC. The product is [CH3:9][O:10][CH2:11][C:12]1[S:16][C:15]2=[N:17][C:3]([C:5]([F:8])([F:7])[F:6])=[CH:2][N:14]2[N:13]=1. The yield is 0.470. (2) The reactants are [CH2:1]([O:3][C:4](=[O:31])[CH:5]([C:11]1[CH:16]=[CH:15][C:14]([C:17](=[O:27])[C:18]2[CH:23]=[CH:22][CH:21]=[C:20]([N+:24]([O-:26])=[O:25])[CH:19]=2)=[CH:13][C:12]=1[N+:28]([O-:30])=[O:29])C(OCC)=O)[CH3:2].CS(C)=O.O. The product is [CH2:1]([O:3][C:4](=[O:31])[CH2:5][C:11]1[CH:16]=[CH:15][C:14]([C:17](=[O:27])[C:18]2[CH:23]=[CH:22][CH:21]=[C:20]([N+:24]([O-:26])=[O:25])[CH:19]=2)=[CH:13][C:12]=1[N+:28]([O-:30])=[O:29])[CH3:2]. The yield is 0.890. The catalyst is C(OCC)(=O)C. (3) The reactants are [CH3:1][C:2]1[O:6][C:5]([C:7]2[CH:12]=[CH:11][C:10]([C:13]3[S:14][CH:15]=[CH:16][CH:17]=3)=[CH:9][CH:8]=2)=[N:4][C:3]=1[CH2:18][CH2:19][O:20]S(C1C=CC(C)=CC=1)(=O)=O.C([O:33][C:34](=[O:56])[C:35]([CH3:55])([O:44][C:45]1[CH:50]=[CH:49][C:48]([C:51]([CH3:54])([CH3:53])[CH3:52])=[CH:47][CH:46]=1)[CH2:36][C:37]1[CH:42]=[CH:41][C:40](O)=[CH:39][CH:38]=1)C. The catalyst is C(O)C. The product is [CH3:55][C:35]([O:44][C:45]1[CH:46]=[CH:47][C:48]([C:51]([CH3:54])([CH3:53])[CH3:52])=[CH:49][CH:50]=1)([CH2:36][C:37]1[CH:42]=[CH:41][C:40]([O:20][CH2:19][CH2:18][C:3]2[N:4]=[C:5]([C:7]3[CH:8]=[CH:9][C:10]([C:13]4[S:14][CH:15]=[CH:16][CH:17]=4)=[CH:11][CH:12]=3)[O:6][C:2]=2[CH3:1])=[CH:39][CH:38]=1)[C:34]([OH:56])=[O:33]. The yield is 0.110. (4) The reactants are C1N=CN(C(N2C=NC=C2)=O)C=1.[CH2:13]([O:15][P:16]([CH2:21][C:22]([OH:24])=O)([O:18][CH2:19][CH3:20])=[O:17])[CH3:14].[Cl:25][C:26]1[CH:27]=[C:28]([NH:33][C:34]2[C:35]3[CH:43]=[C:42]([NH2:44])[N:41]=[CH:40][C:36]=3[N:37]=[CH:38][N:39]=2)[CH:29]=[CH:30][C:31]=1[Cl:32].CC(N(C)C)=O. The catalyst is C1COCC1.O.ClCCl.CO. The product is [Cl:25][C:26]1[CH:27]=[C:28]([NH:33][C:34]2[C:35]3[CH:43]=[C:42]([NH:44][C:22](=[O:24])[CH2:21][P:16](=[O:17])([O:15][CH2:13][CH3:14])[O:18][CH2:19][CH3:20])[N:41]=[CH:40][C:36]=3[N:37]=[CH:38][N:39]=2)[CH:29]=[CH:30][C:31]=1[Cl:32]. The yield is 0.950. (5) The reactants are [C:1]([CH2:4][C@H:5]1[CH2:16][CH2:15][C:14]2[S:13][C:12]3[N:11]=[CH:10][N:9]=[C:8]([O:17][CH:18]4[CH2:23][CH2:22][CH:21]([N:24]([CH2:32][CH3:33])C(=O)OC(C)(C)C)[CH2:20][CH2:19]4)[C:7]=3[C:6]1=2)(=[O:3])[NH2:2].Cl. The catalyst is ClCCl. The product is [CH2:32]([NH:24][CH:21]1[CH2:22][CH2:23][CH:18]([O:17][C:8]2[C:7]3[C:6]4[C@@H:5]([CH2:4][C:1]([NH2:2])=[O:3])[CH2:16][CH2:15][C:14]=4[S:13][C:12]=3[N:11]=[CH:10][N:9]=2)[CH2:19][CH2:20]1)[CH3:33]. The yield is 0.630.